Dataset: Reaction yield outcomes from USPTO patents with 853,638 reactions. Task: Predict the reaction yield, written as a fraction of the theoretical maximum amount of product (1.0 means a 100% yield; for example, 0.34 means a 34% yield). (1) The yield is 0.900. The catalyst is CC(C)=O. The reactants are [Cr](O)(O)(=O)=O.[C:6]1([C:12]#[C:13][CH2:14][CH2:15][CH2:16][CH2:17][CH2:18]O)[CH:11]=[CH:10][CH:9]=[CH:8][CH:7]=1.O. The product is [C:6]1([C:12]#[C:13][CH2:14][CH2:15][CH2:16][CH2:17][CH3:18])[CH:11]=[CH:10][CH:9]=[CH:8][CH:7]=1. (2) The reactants are [F:1][C:2]1[C:3]([CH3:18])=[C:4]([C:10]2[CH:15]=[CH:14][CH:13]=[C:12]([CH:16]=[O:17])[CH:11]=2)[C:5]([CH3:9])=[CH:6][C:7]=1[OH:8].CC1C=CC(S(O[CH2:30][CH2:31][CH2:32][S:33]([CH3:36])(=[O:35])=[O:34])(=O)=O)=CC=1.C(=O)([O-])[O-].[K+].[K+].O. The catalyst is CN(C)C=O. The product is [F:1][C:2]1[C:3]([CH3:18])=[C:4]([C:10]2[CH:15]=[CH:14][CH:13]=[C:12]([CH:16]=[O:17])[CH:11]=2)[C:5]([CH3:9])=[CH:6][C:7]=1[O:8][CH2:30][CH2:31][CH2:32][S:33]([CH3:36])(=[O:35])=[O:34]. The yield is 0.950.